This data is from CYP2C19 inhibition data for predicting drug metabolism from PubChem BioAssay. The task is: Regression/Classification. Given a drug SMILES string, predict its absorption, distribution, metabolism, or excretion properties. Task type varies by dataset: regression for continuous measurements (e.g., permeability, clearance, half-life) or binary classification for categorical outcomes (e.g., BBB penetration, CYP inhibition). Dataset: cyp2c19_veith. (1) The molecule is O=C(N/N=C1/C[C@@H](O)[C@@H](O)[C@@H]2[C@@H]3C(=O)N(Cc4ccc5c(c4)OCO5)C(=O)[C@H]3CC[C@@H]12)OCc1ccccc1. The result is 0 (non-inhibitor). (2) The drug is Cc1c(C(=O)N2CCCCCC2)nnn1-c1nonc1N. The result is 1 (inhibitor). (3) The compound is CCN1CCc2nc(NC(=O)c3ccc4c(c3)OCCO4)sc2C1. The result is 1 (inhibitor). (4) The drug is O=C(c1ccccc1)c1c[nH]c(C(=O)NCc2cccnc2)c1. The result is 1 (inhibitor). (5) The compound is C/C(CCN1CCCCc2nc(C)c(C)cc21)=N\OC[C@@H](O)COCc1ccco1. The result is 0 (non-inhibitor). (6) The compound is C[C@@H]1Nc2ccc(Cl)cc2S(=O)(=O)N1. The result is 0 (non-inhibitor).